This data is from Forward reaction prediction with 1.9M reactions from USPTO patents (1976-2016). The task is: Predict the product of the given reaction. (1) Given the reactants [CH3:1][C:2]1[S:3][CH:4]=[CH:5][C:6]=1[CH2:7][OH:8].N1C=CN=C1.[CH3:14][C:15]([Si:18](Cl)([CH3:20])[CH3:19])([CH3:17])[CH3:16], predict the reaction product. The product is: [C:15]([Si:18]([CH3:20])([CH3:19])[O:8][CH2:7][C:6]1[CH:5]=[CH:4][S:3][C:2]=1[CH3:1])([CH3:17])([CH3:16])[CH3:14]. (2) Given the reactants O[Li].O.C[O:5][C:6](=[O:26])[C:7]1[CH:12]=[C:11]([N:13]2[CH:17]=[N:16][N:15]=[N:14]2)[CH:10]=[C:9]([N:18]2[CH:23]=[CH:22][C:21]([CH3:24])=[CH:20][C:19]2=[O:25])[CH:8]=1, predict the reaction product. The product is: [CH3:24][C:21]1[CH:22]=[CH:23][N:18]([C:9]2[CH:8]=[C:7]([CH:12]=[C:11]([N:13]3[CH:17]=[N:16][N:15]=[N:14]3)[CH:10]=2)[C:6]([OH:26])=[O:5])[C:19](=[O:25])[CH:20]=1. (3) Given the reactants C[O:2][C:3]([C:5]1[CH:14]=[C:13]2[C:8]([CH:9]([NH:15][C:16]([O:18][C:19]([CH3:22])([CH3:21])[CH3:20])=[O:17])[CH2:10][CH2:11][S:12]2)=[CH:7][C:6]=1[O:23][CH3:24])=[O:4].C(=O)([O-])[O-].[K+].[K+], predict the reaction product. The product is: [C:19]([O:18][C:16]([NH:15][CH:9]1[C:8]2[C:13](=[CH:14][C:5]([C:3]([OH:4])=[O:2])=[C:6]([O:23][CH3:24])[CH:7]=2)[S:12][CH2:11][CH2:10]1)=[O:17])([CH3:22])([CH3:20])[CH3:21]. (4) Given the reactants [CH3:1][C:2]1[CH:30]=[CH:29][CH:28]=[C:27]([CH3:31])[C:3]=1[O:4][C:5]1[CH:6]=[C:7]2[C:12](=[CH:13][C:14]=1[CH3:15])[N:11]=[C:10]([N:16]1[CH:20]=[C:19]([C:21]([O:23]CC)=[O:22])[CH:18]=[N:17]1)[NH:9][C:8]2=O.[CH2:32]([NH:34][CH3:35])[CH3:33], predict the reaction product. The product is: [CH3:1][C:2]1[CH:30]=[CH:29][CH:28]=[C:27]([CH3:31])[C:3]=1[O:4][C:5]1[CH:6]=[C:7]2[C:12](=[CH:13][C:14]=1[CH3:15])[N:11]=[C:10]([N:16]1[CH:20]=[C:19]([C:21]([OH:23])=[O:22])[CH:18]=[N:17]1)[N:9]=[C:8]2[N:34]([CH2:32][CH3:33])[CH3:35]. (5) Given the reactants [CH3:1][O:2][C:3]1[CH:4]=[CH:5][N:6]=[C:7]([CH2:11][S+:12]([O-:26])[C:13]2[NH:14][C:15]3[CH:16]=[CH:17][C:18]([O:22][CH:23]([F:25])[F:24])=[CH:19][C:20]=3[N:21]=2)[C:8]=1[O:9][CH3:10].[OH-:27].[Na+:28], predict the reaction product. The product is: [CH3:1][O:2][C:3]1[CH:4]=[CH:5][N:6]=[C:7]([CH2:11][S:12]([C:13]2[N-:14][C:15]3[CH:16]=[CH:17][C:18]([O:22][CH:23]([F:24])[F:25])=[CH:19][C:20]=3[N:21]=2)=[O:26])[C:8]=1[O:9][CH3:10].[CH3:1][O:2][C:3]1[CH:4]=[CH:5][N:6]=[C:7]([CH2:11][S:12]([C:13]2[N-:14][C:15]3[CH:16]=[CH:17][C:18]([O:22][CH:23]([F:24])[F:25])=[CH:19][C:20]=3[N:21]=2)=[O:26])[C:8]=1[O:9][CH3:10].[OH2:27].[OH2:2].[OH2:2].[Na+:28].[Na+:28]. (6) Given the reactants [C:1](=[NH:23])([O:3][CH2:4][CH2:5][C:6]1[CH:11]=[CH:10][C:9]([O:12][C:13]2[CH:18]=[CH:17][C:16]([C:19]([F:22])([F:21])[F:20])=[CH:15][CH:14]=2)=[CH:8][CH:7]=1)[NH2:2].[CH:24]([CH:26]([CH2:31][C:32]1[CH:33]=[N:34][N:35]([CH3:37])[CH:36]=1)[C:27](OC)=O)=[O:25].C([O-])([O-])=O.[K+].[K+], predict the reaction product. The product is: [CH3:37][N:35]1[CH:36]=[C:32]([CH2:31][C:26]2[C:24](=[O:25])[N:23]=[C:1]([O:3][CH2:4][CH2:5][C:6]3[CH:7]=[CH:8][C:9]([O:12][C:13]4[CH:18]=[CH:17][C:16]([C:19]([F:22])([F:21])[F:20])=[CH:15][CH:14]=4)=[CH:10][CH:11]=3)[NH:2][CH:27]=2)[CH:33]=[N:34]1.